This data is from Catalyst prediction with 721,799 reactions and 888 catalyst types from USPTO. The task is: Predict which catalyst facilitates the given reaction. Reactant: [C:1]([C:3]1[C:4]([N:15]2[CH2:18][CH:17]([C:19]([OH:21])=O)[CH2:16]2)=[N:5][C:6]([CH3:14])=[C:7]([C:9]([O:11][CH2:12][CH3:13])=[O:10])[CH:8]=1)#[N:2].CN(C(ON1N=NC2C=CC=NC1=2)=[N+](C)C)C.F[P-](F)(F)(F)(F)F.CCN(C(C)C)C(C)C.[CH3:55][C:56]1[CH:57]=[C:58]([CH2:62][S:63]([NH2:66])(=[O:65])=[O:64])[CH:59]=[CH:60][CH:61]=1. Product: [C:1]([C:3]1[C:4]([N:15]2[CH2:16][CH:17]([C:19]([NH:66][S:63]([CH2:62][C:58]3[CH:59]=[CH:60][CH:61]=[C:56]([CH3:55])[CH:57]=3)(=[O:64])=[O:65])=[O:21])[CH2:18]2)=[N:5][C:6]([CH3:14])=[C:7]([CH:8]=1)[C:9]([O:11][CH2:12][CH3:13])=[O:10])#[N:2]. The catalyst class is: 3.